Task: Predict the product of the given reaction.. Dataset: Forward reaction prediction with 1.9M reactions from USPTO patents (1976-2016) (1) Given the reactants [CH3:1][O:2][C:3]1[CH:8]=[CH:7][C:6]([NH2:9])=[CH:5][CH:4]=1.Cl.[N:11]([O-])=O.[Na+].[Cl:15][CH2:16][S:17]([CH2:20]C(=O)C)(=[O:19])=[O:18].C([O-])(=O)C.[Na+], predict the reaction product. The product is: [Cl:15]/[C:16](=[N:11]\[NH:9][C:6]1[CH:7]=[CH:8][C:3]([O:2][CH3:1])=[CH:4][CH:5]=1)/[S:17]([CH3:20])(=[O:19])=[O:18]. (2) The product is: [CH3:94][O:95][CH:93]1[CH2:89][N:88]([C:85]([C:40]2[N:9]=[C:10]([N:13]3[CH2:14][CH:15]([S:17][C:60]4[C@H:61]([CH3:84])[C@@H:62]5[C@@H:79]([C@H:80]([OH:82])[CH3:81])[C:78](=[O:83])[N:63]5[C:64]=4[C:65]([O:67][CH2:68][C:69]4[CH:74]=[CH:73][C:72]([N+:75]([O-:77])=[O:76])=[CH:71][CH:70]=4)=[O:66])[CH2:16]3)[O:42][CH:39]=2)=[O:102])[CH2:91]1. Given the reactants [Na+].C1(=O)N(CC2[N:9]=[C:10]([N:13]3[CH2:16][CH:15]([S:17]C4[C@H](C)[C@@H]5[C@@H]([C@H](O)C)C(=O)N5C=4C([O-])=O)[CH2:14]3)SC=2)C(=O)C2=CC=CC=C12.[C:39]([OH:42])(=O)[CH3:40].NN.C1(P(O[C:60]2[C@H:61]([CH3:84])[C@H:62]3[C@@H:79]([C@H:80]([OH:82])[CH3:81])[C:78](=[O:83])[N:63]3[C:64]=2[C:65]([O:67][CH2:68][C:69]2[CH:74]=[CH:73][C:72]([N+:75]([O-:77])=[O:76])=[CH:71][CH:70]=2)=[O:66])(C2C=CC=CC=2)=O)C=CC=CC=1.[CH:85]([N:88]([CH:91]([CH3:93])C)[CH2:89]C)(C)C.[C:94](=O)([O-])[OH:95].[Na+].CN(C)C=[O:102], predict the reaction product. (3) Given the reactants [CH3:1][NH:2][C:3]1[C:4]([NH:15][CH:16]2[CH2:21][CH2:20][CH2:19][N:18](C(OC(C)(C)C)=O)[CH2:17]2)=[N:5][C:6]([C:9]2[CH:14]=[CH:13][N:12]=[CH:11][CH:10]=2)=[CH:7][N:8]=1.[ClH:29], predict the reaction product. The product is: [ClH:29].[CH3:1][NH:2][C:3]1[C:4]([NH:15][CH:16]2[CH2:21][CH2:20][CH2:19][NH:18][CH2:17]2)=[N:5][C:6]([C:9]2[CH:14]=[CH:13][N:12]=[CH:11][CH:10]=2)=[CH:7][N:8]=1. (4) Given the reactants [NH2:1][C:2]1[C:3]([CH:12]([OH:15])[CH2:13][CH3:14])=[CH:4][CH:5]=[C:6]2[C:11]=1[N:10]=[CH:9][CH:8]=[CH:7]2, predict the reaction product. The product is: [NH2:1][C:2]1[C:3]([C:12](=[O:15])[CH2:13][CH3:14])=[CH:4][CH:5]=[C:6]2[C:11]=1[N:10]=[CH:9][CH:8]=[CH:7]2.